From a dataset of Full USPTO retrosynthesis dataset with 1.9M reactions from patents (1976-2016). Predict the reactants needed to synthesize the given product. (1) Given the product [NH2:17][C@H:16]([CH2:20][OH:19])[CH2:15][CH2:14][C:13]1[C:12]([F:30])=[CH:11][N:10]=[CH:9][C:8]=1[NH:7][C:5](=[O:6])[C@@H:4]([N:1]=[N+:2]=[N-:3])[C@@H:31]([C:38]1[CH:39]=[CH:40][C:41]([Cl:44])=[CH:42][CH:43]=1)[CH:32]1[CH2:33][CH2:34][O:35][CH2:36][CH2:37]1, predict the reactants needed to synthesize it. The reactants are: [N:1]([C@@H:4]([C@@H:31]([C:38]1[CH:43]=[CH:42][C:41]([Cl:44])=[CH:40][CH:39]=1)[CH:32]1[CH2:37][CH2:36][O:35][CH2:34][CH2:33]1)[C:5]([NH:7][C:8]1[CH:9]=[N:10][CH:11]=[C:12]([F:30])[C:13]=1[CH2:14][CH2:15][C@H:16]1[CH2:20][O:19]C(C)(C)[N:17]1C(OC(C)(C)C)=O)=[O:6])=[N+:2]=[N-:3].FC(F)(F)C(O)=O.O. (2) Given the product [F:36][C:37]1[CH:42]=[CH:41][C:40]([NH:43][C:44]([NH:1][C:2]2[CH:3]=[CH:4][C:5]([S:8]([CH:11]([CH2:16][CH2:17][N:18]3[C:23](=[O:24])[C:22]4[CH:25]=[CH:26][CH:27]=[CH:28][C:21]=4[N:20]=[N:19]3)[C:12]([O:14][CH3:15])=[O:13])(=[O:10])=[O:9])=[CH:6][CH:7]=2)=[O:45])=[CH:39][CH:38]=1, predict the reactants needed to synthesize it. The reactants are: [NH2:1][C:2]1[CH:7]=[CH:6][C:5]([S:8]([CH:11]([CH2:16][CH2:17][N:18]2[C:23](=[O:24])[C:22]3[CH:25]=[CH:26][CH:27]=[CH:28][C:21]=3[N:20]=[N:19]2)[C:12]([O:14][CH3:15])=[O:13])(=[O:10])=[O:9])=[CH:4][CH:3]=1.C(N(CC)CC)C.[F:36][C:37]1[CH:42]=[CH:41][C:40]([N:43]=[C:44]=[O:45])=[CH:39][CH:38]=1. (3) Given the product [CH3:26][C:23]1([CH3:27])[O:22][C@@H:21]([CH2:20][O:19][C:17]2[N:16]=[C:15]([N:28]3[CH2:33][CH2:32][CH:31]([C:34]4[C:42]5[C:37](=[N:38][CH:39]=[CH:40][CH:41]=5)[NH:36][CH:35]=4)[CH2:30][CH2:29]3)[N:14]=[C:13]([CH:2]([C:1]#[N:5])[C:3]#[N:4])[N:18]=2)[CH2:25][CH2:24]1, predict the reactants needed to synthesize it. The reactants are: [C:1](#[N:5])[CH2:2][C:3]#[N:4].C([O-])([O-])=O.[K+].[K+].Cl[C:13]1[N:18]=[C:17]([O:19][CH2:20][C@H:21]2[CH2:25][CH2:24][C:23]([CH3:27])([CH3:26])[O:22]2)[N:16]=[C:15]([N:28]2[CH2:33][CH2:32][CH:31]([C:34]3[C:42]4[C:37](=[N:38][CH:39]=[CH:40][CH:41]=4)[NH:36][CH:35]=3)[CH2:30][CH2:29]2)[N:14]=1. (4) Given the product [OH:3][C:1]([C:4]1[CH:13]=[CH:12][C:11]2[CH2:10][CH:9]([C:14]([OH:16])=[O:15])[CH2:8][CH2:7][C:6]=2[N:5]=1)([CH3:17])[CH3:2], predict the reactants needed to synthesize it. The reactants are: [C:1]([C:4]1[CH:13]=[CH:12][C:11]2[CH2:10][CH:9]([C:14]([OH:16])=[O:15])[CH2:8][CH2:7][C:6]=2[N:5]=1)(=[O:3])[CH3:2].[CH3:17][Mg]Cl. (5) Given the product [NH2:8][C@@H:9]1[CH2:14][CH2:13][N:12]([C:15]([O:17][CH3:18])=[O:16])[CH2:11][C@@H:10]1[CH3:19], predict the reactants needed to synthesize it. The reactants are: C([NH:8][C@@H:9]1[CH2:14][CH2:13][N:12]([C:15]([O:17][CH3:18])=[O:16])[CH2:11][C@@H:10]1[CH3:19])C1C=CC=CC=1. (6) Given the product [C:1]([O:5][C:6]([N:8]1[CH2:13][CH2:12][N:11]([C:14]([C:16]2[C:24]3[C:19](=[C:20]([CH2:43][CH3:44])[N:21]=[CH:22][CH:23]=3)[N:18]([C:26]3[CH:31]=[CH:30][CH:29]=[CH:28][CH:27]=3)[C:17]=2[O:32][C:33]2[CH:38]=[C:37]([F:39])[CH:36]=[CH:35][C:34]=2[CH3:40])=[O:15])[CH2:10][CH2:9]1)=[O:7])([CH3:4])([CH3:3])[CH3:2], predict the reactants needed to synthesize it. The reactants are: [C:1]([O:5][C:6]([N:8]1[CH2:13][CH2:12][N:11]([C:14]([C:16]2[C:24]3[C:19](=[C:20](Cl)[N:21]=[CH:22][CH:23]=3)[N:18]([C:26]3[CH:31]=[CH:30][CH:29]=[CH:28][CH:27]=3)[C:17]=2[O:32][C:33]2[CH:38]=[C:37]([F:39])[CH:36]=[CH:35][C:34]=2[CH3:40])=[O:15])[CH2:10][CH2:9]1)=[O:7])([CH3:4])([CH3:3])[CH3:2].CN1C(=O)C[CH2:44][CH2:43]1.C([Mg]Cl)C. (7) Given the product [C:12]([O:16][C:17]([N:19]1[CH2:20][CH2:21][CH:22]([N:25]2[C:29]3=[N:30][CH:31]=[N:32][C:33]([O:11][C:4]4[CH:3]=[C:2]([F:1])[C:9]([F:10])=[CH:8][C:5]=4[C:6]#[N:7])=[C:28]3[CH:27]=[N:26]2)[CH2:23][CH2:24]1)=[O:18])([CH3:15])([CH3:13])[CH3:14], predict the reactants needed to synthesize it. The reactants are: [F:1][C:2]1[C:9]([F:10])=[CH:8][C:5]([C:6]#[N:7])=[C:4]([OH:11])[CH:3]=1.[C:12]([O:16][C:17]([N:19]1[CH2:24][CH2:23][CH:22]([N:25]2[C:29]3=[N:30][CH:31]=[N:32][C:33](Cl)=[C:28]3[CH:27]=[N:26]2)[CH2:21][CH2:20]1)=[O:18])([CH3:15])([CH3:14])[CH3:13].C(=O)([O-])[O-].[K+].[K+].C(=O)([O-])[O-].[Na+].[Na+]. (8) Given the product [CH2:24]([O:22][C:21]([C:20]1[C:4]2[O:3][B:2]([OH:1])[C@@H:7]([NH:8][C:9](=[O:16])[CH2:10][CH2:11][CH2:12][C:13](=[O:15])[CH3:14])[CH2:6][C:5]=2[CH:17]=[CH:18][CH:19]=1)=[O:23])[CH3:25], predict the reactants needed to synthesize it. The reactants are: [OH:1][B:2]1[CH:7]([NH:8][C:9](=[O:16])[CH2:10][CH2:11][CH2:12][C:13](=[O:15])[CH3:14])[CH2:6][C:5]2[CH:17]=[CH:18][CH:19]=[C:20]([C:21]([OH:23])=[O:22])[C:4]=2[O:3]1.[CH2:24](O)[CH3:25]. (9) Given the product [CH:17]1([CH2:16][NH:15][C@@H:4]([CH2:5][C:6]2[CH:11]=[CH:10][C:9]([N+:12]([O-:14])=[O:13])=[CH:8][CH:7]=2)[C:3]([NH:2][O:70][C:51]([C:52]2[CH:57]=[CH:56][CH:55]=[CH:54][CH:53]=2)([C:64]2[CH:65]=[CH:66][CH:67]=[CH:68][CH:69]=2)[C:58]2[CH:59]=[CH:60][CH:61]=[CH:62][CH:63]=2)=[O:23])[CH2:22][CH2:21][CH2:20][CH2:19][CH2:18]1, predict the reactants needed to synthesize it. The reactants are: C[NH:2][C:3](=[O:23])[CH:4]([NH:15][CH2:16][CH:17]1[CH2:22][CH2:21][CH2:20][CH2:19][CH2:18]1)[CH2:5][C:6]1[CH:11]=[CH:10][C:9]([N+:12]([O-:14])=[O:13])=[CH:8][CH:7]=1.C(OC(OC(OC(C)(C)C)=O)=O)(C)(C)C.CCN=C=NCCCN(C)C.Cl.[C:51]([O:70]N)([C:64]1[CH:69]=[CH:68][CH:67]=[CH:66][CH:65]=1)([C:58]1[CH:63]=[CH:62][CH:61]=[CH:60][CH:59]=1)[C:52]1[CH:57]=[CH:56][CH:55]=[CH:54][CH:53]=1.